From a dataset of hERG potassium channel inhibition data for cardiac toxicity prediction from Karim et al.. Regression/Classification. Given a drug SMILES string, predict its toxicity properties. Task type varies by dataset: regression for continuous values (e.g., LD50, hERG inhibition percentage) or binary classification for toxic/non-toxic outcomes (e.g., AMES mutagenicity, cardiotoxicity, hepatotoxicity). Dataset: herg_karim. The molecule is O=C(O)c1ccccc1Oc1ncc(Cl)cc1NS(=O)(=O)c1ccc(Cl)c(Cl)c1. The result is 0 (non-blocker).